From a dataset of Reaction yield outcomes from USPTO patents with 853,638 reactions. Predict the reaction yield, written as a fraction of the theoretical maximum amount of product (1.0 means a 100% yield; for example, 0.34 means a 34% yield). (1) The reactants are Cl[C:2]1[N:7]=[C:6]([NH:8][C:9]2[CH:14]=[CH:13][CH:12]=[CH:11][C:10]=2[NH:15][C:16](=[O:19])[CH:17]=[CH2:18])[C:5]([Cl:20])=[CH:4][N:3]=1.[NH2:21][C:22]1[CH:23]=[C:24]([CH:28]=[CH:29][C:30]=1[CH3:31])[C:25]([NH2:27])=[O:26].CO.C(Cl)Cl. The catalyst is CC1C=CC(S(O)(=O)=O)=CC=1.O1CCOCC1. The product is [C:16]([NH:15][C:10]1[CH:11]=[CH:12][CH:13]=[CH:14][C:9]=1[NH:8][C:6]1[C:5]([Cl:20])=[CH:4][N:3]=[C:2]([NH:21][C:22]2[CH:23]=[C:24]([CH:28]=[CH:29][C:30]=2[CH3:31])[C:25]([NH2:27])=[O:26])[N:7]=1)(=[O:19])[CH:17]=[CH2:18]. The yield is 0.310. (2) The reactants are ClC1C=C(C=CC=1)C(OO)=[O:6].[Cl:12][C:13]1[N:14]=[CH:15][C:16]([NH:19][C:20]2[O:21][C@:22]3([CH2:30][N:31]=2)[CH:27]2[CH2:28][CH2:29][N:24]([CH2:25][CH2:26]2)[CH2:23]3)=[N:17][CH:18]=1. The catalyst is C1COCC1. The product is [Cl:12][C:13]1[N:14]=[CH:15][C:16]([NH:19][C:20]2[O:21][C@:22]3([CH2:30][N:31]=2)[CH:27]2[CH2:28][CH2:29][N+:24]([O-:6])([CH2:25][CH2:26]2)[CH2:23]3)=[N:17][CH:18]=1. The yield is 0.940. (3) The reactants are C(Cl)(=O)C(Cl)=O.C[N:8](C)[CH:9]=[O:10].[O:12]=[C:13]([C:21]1[CH:26]=[CH:25][CH:24]=[CH:23][CH:22]=1)[CH2:14][CH2:15][CH2:16][CH2:17]C(O)=O. The catalyst is O1CCCC1. The product is [O:12]=[C:13]([C:21]1[CH:22]=[CH:23][CH:24]=[CH:25][CH:26]=1)[CH2:14][CH2:15][CH2:16][CH2:17][C:9]([NH2:8])=[O:10]. The yield is 0.890. (4) The reactants are [NH:1]1[CH2:4][CH:3]([C:5]2[N:13]3[C:8]([C:9]([NH2:14])=[N:10][CH:11]=[N:12]3)=[C:7]([C:15]3[CH:16]=[CH:17][C:18]4[C:22]([CH:23]=3)=[N:21][N:20]([CH2:24][C:25]3[CH:30]=[CH:29][CH:28]=[CH:27][CH:26]=3)[CH:19]=4)[CH:6]=2)[CH2:2]1.[CH3:31][N:32]([CH3:37])[CH2:33][C:34](O)=[O:35].CCN=C=NCCCN(C)C.Cl.C1C=CC2N(O)N=NC=2C=1.C(N(CC)C(C)C)(C)C. The catalyst is CN(C=O)C. The product is [CH2:24]([N:20]1[CH:19]=[C:18]2[C:22]([CH:23]=[C:15]([C:7]3[CH:6]=[C:5]([CH:3]4[CH2:4][N:1]([C:34](=[O:35])[CH2:33][N:32]([CH3:37])[CH3:31])[CH2:2]4)[N:13]4[C:8]=3[C:9]([NH2:14])=[N:10][CH:11]=[N:12]4)[CH:16]=[CH:17]2)=[N:21]1)[C:25]1[CH:26]=[CH:27][CH:28]=[CH:29][CH:30]=1. The yield is 0.210. (5) The yield is 0.550. The catalyst is ClCCl. The product is [Br:26][C:22]1[CH:21]=[C:20]([N:19]2[C:15]([NH:14][C:6](=[O:11])[C:7]([F:8])([F:9])[F:10])=[C:16]([CH:32]=[O:33])[C:17]([C:27]([O:29][CH2:30][CH3:31])=[O:28])=[N:18]2)[CH:25]=[CH:24][CH:23]=1. The reactants are [F:8][C:7]([F:10])([F:9])[C:6](O[C:6](=[O:11])[C:7]([F:10])([F:9])[F:8])=[O:11].[NH2:14][C:15]1[N:19]([C:20]2[CH:25]=[CH:24][CH:23]=[C:22]([Br:26])[CH:21]=2)[N:18]=[C:17]([C:27]([O:29][CH2:30][CH3:31])=[O:28])[C:16]=1[CH:32]=[O:33].C(N(CC)CC)C. (6) The reactants are [Cl:1][C:2]1[CH:3]=[C:4]([CH:7]=[CH:8][C:9]=1[Cl:10])[CH:5]=O.[N+:11]([CH3:14])([O-:13])=[O:12].[OH-].[Na+]. The catalyst is C(O)C. The product is [Cl:10][C:9]1[CH:8]=[CH:7][C:4](/[CH:5]=[CH:14]/[N+:11]([O-:13])=[O:12])=[CH:3][C:2]=1[Cl:1]. The yield is 0.390.